Dataset: Peptide-MHC class II binding affinity with 134,281 pairs from IEDB. Task: Regression. Given a peptide amino acid sequence and an MHC pseudo amino acid sequence, predict their binding affinity value. This is MHC class II binding data. (1) The peptide sequence is MYKECEWPLTHTIGT. The MHC is DRB4_0103 with pseudo-sequence DRB4_0103. The binding affinity (normalized) is 0. (2) The peptide sequence is KCKYPEGTKVTFHVE. The MHC is HLA-DQA10501-DQB10201 with pseudo-sequence HLA-DQA10501-DQB10201. The binding affinity (normalized) is 0.0820.